From a dataset of HIV replication inhibition screening data with 41,000+ compounds from the AIDS Antiviral Screen. Binary Classification. Given a drug SMILES string, predict its activity (active/inactive) in a high-throughput screening assay against a specified biological target. (1) The compound is CC(=O)C(=CNC(=S)C(N)=S)C(=O)Nc1ccccc1. The result is 0 (inactive). (2) The molecule is CN(C)Cc1cc(C(=O)C=Cc2ccccc2)cc(CN(C)C)c1O.Cl. The result is 0 (inactive). (3) The molecule is CNC(=O)C1CCC(=O)N1CN(C(C)=O)c1ccccc1. The result is 0 (inactive). (4) The compound is CN(C)C=O.O=C(Nc1nnn[nH]1)c1nc(O)cc(-c2ccccc2)n1. The result is 0 (inactive). (5) The molecule is Brc1c(C(Br)Br)ccc2ccccc12. The result is 0 (inactive). (6) The result is 0 (inactive). The drug is CCOC(=O)C(=[N+]=[N-])C(=O)C1(C(=O)OCC)CCN(C(=O)c2ccccc2)C1=O.